This data is from Catalyst prediction with 721,799 reactions and 888 catalyst types from USPTO. The task is: Predict which catalyst facilitates the given reaction. (1) Reactant: [CH3:1][C:2]([O:5][C:6]([NH:8][C@H:9]([C:16]([NH:18][C@@H:19]([CH2:26][CH2:27][C:28]1[CH:33]=[CH:32][CH:31]=[CH:30][CH:29]=1)/[CH:20]=[CH:21]/[C:22]([O:24]C)=[O:23])=[O:17])[CH2:10][C:11]1[S:12][CH:13]=[CH:14][CH:15]=1)=[O:7])([CH3:4])[CH3:3].[Li+].[OH-].Cl. Product: [CH3:4][C:2]([O:5][C:6]([NH:8][C@H:9]([C:16]([NH:18][C@@H:19]([CH2:26][CH2:27][C:28]1[CH:29]=[CH:30][CH:31]=[CH:32][CH:33]=1)/[CH:20]=[CH:21]/[C:22]([OH:24])=[O:23])=[O:17])[CH2:10][C:11]1[S:12][CH:13]=[CH:14][CH:15]=1)=[O:7])([CH3:1])[CH3:3]. The catalyst class is: 20. (2) Reactant: CCN(C(C)C)C(C)C.[CH2:10]([O:12][C:13]1[C:22]([O:23][CH3:24])=[CH:21][C:20]2[C:19](C3C=CC(C(O)=O)=CC=3)=[N:18][C@@H:17]3[CH2:34][CH2:35][S:36][CH2:37][C@@H:16]3[C:15]=2[CH:14]=1)[CH3:11].Cl.[F:39][C:40]1[CH:45]=[CH:44][C:43]([C:46]2[S:54][C:53]3[C:52](=[O:55])[N:51]([CH:56]4[CH2:61][CH2:60][NH:59][CH2:58][CH2:57]4)[C:50](=[O:62])[N:49]([CH2:63][C:64]4[CH:69]=[CH:68][C:67]([CH3:70])=[C:66]([F:71])[CH:65]=4)[C:48]=3[CH:47]=2)=[C:42]([O:72][CH3:73])[CH:41]=1.CN(C(ON1N=N[C:84]2[CH:85]=[CH:86][CH:87]=[CH:88][C:83]1=2)=[N+](C)C)C.F[P-](F)(F)(F)(F)F.[C:98](=O)(O)[O-:99].[Na+]. Product: [CH2:10]([O:12][C:13]1[C:22]([O:23][CH3:24])=[CH:21][C:20]2[C:19]([C:87]3[CH:88]=[CH:83][C:84]([C:98]([N:59]4[CH2:60][CH2:61][CH:56]([N:51]5[C:52](=[O:55])[C:53]6[S:54][C:46]([C:43]7[CH:44]=[CH:45][C:40]([F:39])=[CH:41][C:42]=7[O:72][CH3:73])=[CH:47][C:48]=6[N:49]([CH2:63][C:64]6[CH:69]=[CH:68][C:67]([CH3:70])=[C:66]([F:71])[CH:65]=6)[C:50]5=[O:62])[CH2:57][CH2:58]4)=[O:99])=[CH:85][CH:86]=3)=[N:18][C@@H:17]3[CH2:34][CH2:35][S:36][CH2:37][C@@H:16]3[C:15]=2[CH:14]=1)[CH3:11]. The catalyst class is: 2. (3) Reactant: [C:1]([CH:3]=[CH:4][C:5]1[CH:6]=[C:7]([CH:12]=[CH:13][CH:14]=1)[C:8]([O:10][CH3:11])=[O:9])#[N:2].O1CCCC1. Product: [C:1]([CH2:3][CH2:4][C:5]1[CH:6]=[C:7]([CH:12]=[CH:13][CH:14]=1)[C:8]([O:10][CH3:11])=[O:9])#[N:2]. The catalyst class is: 178.